Dataset: Forward reaction prediction with 1.9M reactions from USPTO patents (1976-2016). Task: Predict the product of the given reaction. Given the reactants [O:1]1[C:5]2[CH:6]=[CH:7][CH:8]=[CH:9][C:4]=2[C:3](OS(C(F)(F)F)(=O)=O)=[CH:2]1.C(N(CC)CC)C.[CH3:25][C:26]1([CH3:33])[C:30]([CH3:32])([CH3:31])[O:29][BH:28][O:27]1.C(Cl)Cl, predict the reaction product. The product is: [CH3:25][C:26]1([CH3:33])[C:30]([CH3:32])([CH3:31])[O:29][B:28]([C:3]2[C:4]3[CH:9]=[CH:8][CH:7]=[CH:6][C:5]=3[O:1][CH:2]=2)[O:27]1.